This data is from Full USPTO retrosynthesis dataset with 1.9M reactions from patents (1976-2016). The task is: Predict the reactants needed to synthesize the given product. (1) Given the product [CH:14]1([NH:20][C:11]([CH2:12][C:1]2([CH2:7][C:8]([OH:10])=[O:9])[CH2:2][CH2:3][CH2:4][CH2:5][CH2:6]2)=[O:13])[CH2:19][CH2:18][CH2:17][CH2:16][CH2:15]1, predict the reactants needed to synthesize it. The reactants are: [C:1]12([CH2:12][C:11](=[O:13])[O:10][C:8](=[O:9])[CH2:7]1)[CH2:6][CH2:5][CH2:4][CH2:3][CH2:2]2.[CH:14]1([NH2:20])[CH2:19][CH2:18][CH2:17][CH2:16][CH2:15]1.Cl. (2) Given the product [CH3:1][O:2][C:3](=[O:33])[CH2:4][NH:5][C:6]1[CH:11]=[CH:10][C:9]([N:12]2[CH:16]=[C:15]([C:17]3[CH:22]=[CH:21][C:20]([Cl:23])=[CH:19][C:18]=3[Cl:24])[N:14]=[C:13]2[CH2:25][C:26]2[CH:31]=[CH:30][C:29]([C:42]3[CH:41]=[CH:40][C:39]([CH2:34][CH2:35][CH2:36][CH2:37][CH3:38])=[CH:44][CH:43]=3)=[CH:28][CH:27]=2)=[CH:8][CH:7]=1, predict the reactants needed to synthesize it. The reactants are: [CH3:1][O:2][C:3](=[O:33])[CH2:4][NH:5][C:6]1[CH:11]=[CH:10][C:9]([N:12]2[CH:16]=[C:15]([C:17]3[CH:22]=[CH:21][C:20]([Cl:23])=[CH:19][C:18]=3[Cl:24])[N:14]=[C:13]2[CH2:25][C:26]2[CH:31]=[CH:30][C:29](Br)=[CH:28][CH:27]=2)=[CH:8][CH:7]=1.[CH2:34]([C:39]1[CH:44]=[CH:43][C:42](B(O)O)=[CH:41][CH:40]=1)[CH2:35][CH2:36][CH2:37][CH3:38]. (3) Given the product [Cl:1][C:2]1[CH:3]=[C:4]([CH2:9][N:10]2[C:14]([CH3:15])=[C:13]([C:16]([NH:18][C:19]3[CH:20]=[C:21]([CH:27]=[CH:28][CH:29]=3)[C:22]([OH:24])=[O:23])=[O:17])[N:12]=[N:11]2)[CH:5]=[CH:6][C:7]=1[Cl:8], predict the reactants needed to synthesize it. The reactants are: [Cl:1][C:2]1[CH:3]=[C:4]([CH2:9][N:10]2[C:14]([CH3:15])=[C:13]([C:16]([NH:18][C:19]3[CH:20]=[C:21]([CH:27]=[CH:28][CH:29]=3)[C:22]([O:24]CC)=[O:23])=[O:17])[N:12]=[N:11]2)[CH:5]=[CH:6][C:7]=1[Cl:8].[OH-].[Na+]. (4) Given the product [NH2:1][C@@H:2]1[CH2:7][CH2:6][C@H:5]([O:8][C:12]2[CH:17]=[CH:16][C:15]([S:18]([CH3:21])(=[O:20])=[O:19])=[CH:14][C:13]=2[C:22]2[C:31]3[C:26](=[CH:27][CH:28]=[CH:29][CH:30]=3)[C:25](=[O:32])[N:24]([CH3:33])[CH:23]=2)[CH2:4][CH2:3]1, predict the reactants needed to synthesize it. The reactants are: [NH2:1][C@@H:2]1[CH2:7][CH2:6][C@H:5]([OH:8])[CH2:4][CH2:3]1.[H-].[Na+].F[C:12]1[CH:17]=[CH:16][C:15]([S:18]([CH3:21])(=[O:20])=[O:19])=[CH:14][C:13]=1[C:22]1[C:31]2[C:26](=[CH:27][CH:28]=[CH:29][CH:30]=2)[C:25](=[O:32])[N:24]([CH3:33])[CH:23]=1. (5) Given the product [C:1]([O:5][C:6](=[O:16])[CH:7]([C:10]1[CH:11]=[CH:12][CH:13]=[CH:14][CH:15]=1)[CH2:8][NH:9][C:19]([C:21]1[N:22]=[C:23]([C:39]#[N:40])[C:24]2[C:29]([C:30]=1[OH:31])=[CH:28][CH:27]=[C:26]([O:32][C:33]1[CH:38]=[CH:37][CH:36]=[CH:35][CH:34]=1)[CH:25]=2)=[O:18])([CH3:4])([CH3:2])[CH3:3], predict the reactants needed to synthesize it. The reactants are: [C:1]([O:5][C:6](=[O:16])[CH:7]([C:10]1[CH:15]=[CH:14][CH:13]=[CH:12][CH:11]=1)[CH2:8][NH2:9])([CH3:4])([CH3:3])[CH3:2].C[O:18][C:19]([C:21]1[N:22]=[C:23]([C:39]#[N:40])[C:24]2[C:29]([C:30]=1[OH:31])=[CH:28][CH:27]=[C:26]([O:32][C:33]1[CH:38]=[CH:37][CH:36]=[CH:35][CH:34]=1)[CH:25]=2)=O.C1CCN2C(=NCCC2)CC1. (6) Given the product [Cl:1][C:2]1[CH:7]=[C:6]([Cl:8])[C:5]([F:9])=[CH:4][C:3]=1[CH2:10][C:11]([N:20]1[CH2:24][CH2:23][C:22]([C:25]2[CH:30]=[CH:29][C:28]([OH:31])=[CH:27][CH:26]=2)=[N:21]1)=[O:13], predict the reactants needed to synthesize it. The reactants are: [Cl:1][C:2]1[CH:7]=[C:6]([Cl:8])[C:5]([F:9])=[CH:4][C:3]=1[CH2:10][C:11]([OH:13])=O.C(Cl)(=O)C(Cl)=O.[NH:20]1[CH2:24][CH2:23][C:22]([C:25]2[CH:30]=[CH:29][C:28]([OH:31])=[CH:27][CH:26]=2)=[N:21]1. (7) Given the product [Cl:25][C:20]1[CH:19]=[C:18]([NH:17][C:8]2[C:7]3[C:12](=[CH:13][C:14]([O:15][CH3:16])=[C:5]([OH:4])[CH:6]=3)[N:11]=[CH:10][N:9]=2)[CH:23]=[CH:22][C:21]=1[F:24], predict the reactants needed to synthesize it. The reactants are: C([O:4][C:5]1[CH:6]=[C:7]2[C:12](=[CH:13][C:14]=1[O:15][CH3:16])[N:11]=[CH:10][N:9]=[C:8]2[NH:17][C:18]1[CH:23]=[CH:22][C:21]([F:24])=[C:20]([Cl:25])[CH:19]=1)(=O)C.[OH-].[Na+].Cl. (8) Given the product [Cl:24][C:23]1[C:22]([CH:25]2[O:29][CH2:28][CH2:27][O:26]2)=[C:21]([C:30]([F:32])([F:33])[F:31])[CH:20]=[C:3]2[C:2]=1[NH:1][C:42](=[O:45])[N:6]([CH2:7][C:8]1[CH:13]=[C:12]([Cl:14])[CH:11]=[CH:10][C:9]=1[S:15]([CH2:18][CH3:19])(=[O:17])=[O:16])[C:4]2=[O:5], predict the reactants needed to synthesize it. The reactants are: [NH2:1][C:2]1[C:23]([Cl:24])=[C:22]([CH:25]2[O:29][CH2:28][CH2:27][O:26]2)[C:21]([C:30]([F:33])([F:32])[F:31])=[CH:20][C:3]=1[C:4]([NH:6][CH2:7][C:8]1[CH:13]=[C:12]([Cl:14])[CH:11]=[CH:10][C:9]=1[S:15]([CH2:18][CH3:19])(=[O:17])=[O:16])=[O:5].ClC1C(C2OCCO2)=C(OC(F)(F)F)C=C2C=1N[C:42](=[O:45])N(CC1C=C(Cl)C=CC=1S(CC)(=O)=O)C2=O. (9) Given the product [C:62]([C:59]1[S:58][C:57]([C:55]([NH:54][C@@H:41]([CH2:40][C:37]2[CH:38]=[CH:39][C:34]([C:31]3[N:30]=[CH:29][C:28]([C:5]4[CH:6]=[CH:7][C:2]([OH:1])=[CH:3][CH:4]=4)=[CH:33][N:32]=3)=[CH:35][CH:36]=2)[C:42]([NH:44][C@@H:45]([C:47]([O:49][C:50]([CH3:53])([CH3:51])[CH3:52])=[O:48])[CH3:46])=[O:43])=[O:56])=[CH:61][CH:60]=1)([CH3:63])([CH3:64])[CH3:65], predict the reactants needed to synthesize it. The reactants are: [OH:1][C:2]1[CH:7]=[CH:6][C:5](B(O)O)=[CH:4][CH:3]=1.O.O.O.O.O.O.O.O.O.O.C(=O)([O-])[O-].[Na+].[Na+].Br[C:28]1[CH:29]=[N:30][C:31]([C:34]2[CH:39]=[CH:38][C:37]([CH2:40][C@H:41]([NH:54][C:55]([C:57]3[S:58][C:59]([C:62]([CH3:65])([CH3:64])[CH3:63])=[CH:60][CH:61]=3)=[O:56])[C:42]([NH:44][C@@H:45]([C:47]([O:49][C:50]([CH3:53])([CH3:52])[CH3:51])=[O:48])[CH3:46])=[O:43])=[CH:36][CH:35]=2)=[N:32][CH:33]=1.C1COCC1. (10) Given the product [CH3:26][N:27]([CH2:28][CH2:29][CH2:30][CH2:31][S:32]([CH2:34][CH2:35][CH2:36][C:37]([F:43])([F:42])[C:38]([F:41])([F:40])[F:39])=[O:33])[CH2:2][CH2:3][CH2:4][CH2:5][CH2:6][CH2:7][C:8]1[C:14]2[CH:15]=[CH:16][C:17]([OH:19])=[CH:18][C:13]=2[CH2:12][CH2:11][CH2:10][C:9]=1[C:20]1[CH:25]=[CH:24][CH:23]=[CH:22][CH:21]=1, predict the reactants needed to synthesize it. The reactants are: Br[CH2:2][CH2:3][CH2:4][CH2:5][CH2:6][CH2:7][C:8]1[C:14]2[CH:15]=[CH:16][C:17]([OH:19])=[CH:18][C:13]=2[CH2:12][CH2:11][CH2:10][C:9]=1[C:20]1[CH:25]=[CH:24][CH:23]=[CH:22][CH:21]=1.[CH3:26][NH:27][CH2:28][CH2:29][CH2:30][CH2:31][S:32]([CH2:34][CH2:35][CH2:36][C:37]([F:43])([F:42])[C:38]([F:41])([F:40])[F:39])=[O:33].